This data is from Catalyst prediction with 721,799 reactions and 888 catalyst types from USPTO. The task is: Predict which catalyst facilitates the given reaction. The catalyst class is: 33. Product: [Cl:1][C:2]1[CH:3]=[C:4]([N:27]([CH2:45][CH3:46])[C@H:28]2[CH2:29][CH2:30][C@H:31]([N:34]([CH2:36][C:37]3[CH:42]=[CH:41][CH:40]=[C:39]([O:43][CH3:44])[CH:38]=3)[CH3:35])[CH2:32][CH2:33]2)[C:5]([CH3:26])=[C:6]([CH:25]=1)[C:7]([NH:9][CH2:10][C:11]1[C:12]([OH:23])=[N:13][N:14]([CH3:22])[C:15]=1[N:16]1[CH2:21][CH2:20][CH2:19][CH2:18][CH2:17]1)=[O:8]. Reactant: [Cl:1][C:2]1[CH:3]=[C:4]([N:27]([CH2:45][CH3:46])[C@H:28]2[CH2:33][CH2:32][C@H:31]([N:34]([CH2:36][C:37]3[CH:42]=[CH:41][CH:40]=[C:39]([O:43][CH3:44])[CH:38]=3)[CH3:35])[CH2:30][CH2:29]2)[C:5]([CH3:26])=[C:6]([CH:25]=1)[C:7]([NH:9][CH2:10][C:11]1[C:12]([O:23]C)=[N:13][N:14]([CH3:22])[C:15]=1[N:16]1[CH2:21][CH2:20][CH2:19][CH2:18][CH2:17]1)=[O:8].